From a dataset of Full USPTO retrosynthesis dataset with 1.9M reactions from patents (1976-2016). Predict the reactants needed to synthesize the given product. (1) Given the product [C:23]([CH2:25][CH:26]([C:27]1([C:30]#[N:31])[CH2:29][CH2:28]1)[N:1]1[CH:5]=[C:4]([C:6]2[C:7]3[CH:14]=[CH:13][N:12]([CH2:15][O:16][CH2:17][CH2:18][Si:19]([CH3:22])([CH3:21])[CH3:20])[C:8]=3[N:9]=[CH:10][N:11]=2)[CH:3]=[N:2]1)#[N:24], predict the reactants needed to synthesize it. The reactants are: [NH:1]1[CH:5]=[C:4]([C:6]2[C:7]3[CH:14]=[CH:13][N:12]([CH2:15][O:16][CH2:17][CH2:18][Si:19]([CH3:22])([CH3:21])[CH3:20])[C:8]=3[N:9]=[CH:10][N:11]=2)[CH:3]=[N:2]1.[C:23](/[CH:25]=[CH:26]/[C:27]1([C:30]#[N:31])[CH2:29][CH2:28]1)#[N:24].C1CCN2C(=NCCC2)CC1. (2) Given the product [NH2:1][C:2]1[N:6]([C:7]2[C:12]([Cl:13])=[CH:11][C:10]([Cl:14])=[CH:9][C:8]=2[Cl:15])[N:5]=[C:4]([CH:16]([CH3:18])[CH3:17])[C:3]=1[C:19]([NH2:20])=[O:21], predict the reactants needed to synthesize it. The reactants are: [NH2:1][C:2]1[N:6]([C:7]2[C:12]([Cl:13])=[CH:11][C:10]([Cl:14])=[CH:9][C:8]=2[Cl:15])[N:5]=[C:4]([CH:16]([CH3:18])[CH3:17])[C:3]=1[C:19]#[N:20].[OH:21]S(O)(=O)=O.[OH-].[Na+]. (3) Given the product [CH3:15][C:14]1[O:16][CH:2]=[C:3]([C:5]2[CH:13]=[CH:12][C:8]([C:9]([OH:11])=[O:10])=[CH:7][CH:6]=2)[N:17]=1, predict the reactants needed to synthesize it. The reactants are: Br[CH2:2][C:3]([C:5]1[CH:13]=[CH:12][C:8]([C:9]([OH:11])=[O:10])=[CH:7][CH:6]=1)=O.[C:14]([NH2:17])(=[O:16])[CH3:15]. (4) Given the product [F:5][C:6]1[CH:7]=[C:8]([C:15]2([C:18]([O:20][CH3:21])=[O:19])[CH2:16][CH2:17]2)[CH:9]=[C:10]([F:14])[C:11]=1[OH:12], predict the reactants needed to synthesize it. The reactants are: BrB(Br)Br.[F:5][C:6]1[CH:7]=[C:8]([C:15]2([C:18]([O:20][CH3:21])=[O:19])[CH2:17][CH2:16]2)[CH:9]=[C:10]([F:14])[C:11]=1[O:12]C.CO. (5) Given the product [F:37][C:2]1([F:1])[O:6][C:5]2[CH:7]=[CH:8][C:9]([C:11]3([C:14]([NH:16][C@H:17]4[C:26]5[C:21](=[CH:22][C:23]([CH3:27])=[CH:24][CH:25]=5)[O:20][C@@H:19]([C:28]5[CH:29]=[C:30]([CH:34]=[CH:35][CH:36]=5)[C:31]([NH:69][CH2:68][C@@H:66]5[CH2:65][O:64][C:63]([CH3:70])([CH3:62])[O:67]5)=[O:33])[CH2:18]4)=[O:15])[CH2:13][CH2:12]3)=[CH:10][C:4]=2[O:3]1, predict the reactants needed to synthesize it. The reactants are: [F:1][C:2]1([F:37])[O:6][C:5]2[CH:7]=[CH:8][C:9]([C:11]3([C:14]([NH:16][C@H:17]4[C:26]5[C:21](=[CH:22][C:23]([CH3:27])=[CH:24][CH:25]=5)[O:20][C@@H:19]([C:28]5[CH:29]=[C:30]([CH:34]=[CH:35][CH:36]=5)[C:31]([OH:33])=O)[CH2:18]4)=[O:15])[CH2:13][CH2:12]3)=[CH:10][C:4]=2[O:3]1.CN(C(ON1N=NC2C=CC=NC1=2)=[N+](C)C)C.F[P-](F)(F)(F)(F)F.[CH3:62][C:63]1([CH3:70])[O:67][C@H:66]([CH2:68][NH2:69])[CH2:65][O:64]1.